Task: Predict the reactants needed to synthesize the given product.. Dataset: Full USPTO retrosynthesis dataset with 1.9M reactions from patents (1976-2016) Given the product [C:1]([C:11]1[CH:16]=[CH:15][CH:14]=[CH:13][CH:12]=1)(=[O:8])[C:2]1[CH:7]=[CH:6][CH:5]=[CH:4][CH:3]=1, predict the reactants needed to synthesize it. The reactants are: [C:1](Cl)(=[O:8])[C:2]1[CH:7]=[CH:6][CH:5]=[CH:4][CH:3]=1.C(O)(=O)[C:11]1[CH:16]=[CH:15][CH:14]=[CH:13][CH:12]=1.[Al+3].[Cl-].[Cl-].[Cl-].